Dataset: Forward reaction prediction with 1.9M reactions from USPTO patents (1976-2016). Task: Predict the product of the given reaction. (1) Given the reactants COC1C=CC2CCNCCC=2C=1.BrC1C=C(OC)C=CC=1C(C1C=CC(OCCN2CCCCC2)=CC=1)=O.[CH3:40][O:41][C:42]1[CH:47]=[CH:46][C:45]([C:48]([C:50]2[CH:55]=[CH:54][C:53]([O:56][CH2:57][CH2:58][N:59]3[CH2:64][CH2:63][CH2:62][CH2:61][CH2:60]3)=[CH:52][CH:51]=2)=O)=[C:44]([N:65]2[CH2:71][CH2:70][C:69]3[CH:72]=[C:73]([O:76][CH3:77])[CH:74]=[CH:75][C:68]=3[CH2:67][CH2:66]2)[CH:43]=1, predict the reaction product. The product is: [CH3:77][O:76][C:73]1[CH:74]=[CH:75][C:68]2[CH2:67][CH2:66][N:65]([C:44]3[CH:43]=[C:42]([O:41][CH3:40])[CH:47]=[CH:46][C:45]=3[CH2:48][C:50]3[CH:55]=[CH:54][C:53]([O:56][CH2:57][CH2:58][N:59]4[CH2:60][CH2:61][CH2:62][CH2:63][CH2:64]4)=[CH:52][CH:51]=3)[CH2:71][CH2:70][C:69]=2[CH:72]=1. (2) Given the reactants [CH:1]([O:4][C:5]([N:7]1[CH2:12][CH2:11][CH:10]([O:13][C:14]2[C:19]([O:20][CH3:21])=[C:18](Cl)[N:17]=[CH:16][N:15]=2)[CH2:9][CH2:8]1)=[O:6])([CH3:3])[CH3:2].C(=O)([O-])[O-].[Cs+].[Cs+].[CH3:29][S:30]([C:33]1[CH:34]=[C:35]2[C:39](=[CH:40][CH:41]=1)[NH:38][CH2:37][CH2:36]2)(=[O:32])=[O:31].F[B-](F)(F)F.C([PH+](C(C)(C)C)C(C)(C)C)(C)(C)C, predict the reaction product. The product is: [CH:1]([O:4][C:5]([N:7]1[CH2:12][CH2:11][CH:10]([O:13][C:14]2[C:19]([O:20][CH3:21])=[C:18]([N:38]3[C:39]4[C:35](=[CH:34][C:33]([S:30]([CH3:29])(=[O:32])=[O:31])=[CH:41][CH:40]=4)[CH2:36][CH2:37]3)[N:17]=[CH:16][N:15]=2)[CH2:9][CH2:8]1)=[O:6])([CH3:3])[CH3:2].